Dataset: Catalyst prediction with 721,799 reactions and 888 catalyst types from USPTO. Task: Predict which catalyst facilitates the given reaction. Reactant: [C:1]([O:5][C:6]([C:8]1[N:13]=[C:12]([C:14]2[CH2:15][CH2:16][N:17]([C:20]([O:22][C:23]([CH3:26])([CH3:25])[CH3:24])=[O:21])[CH2:18][CH:19]=2)[CH:11]=[CH:10][CH:9]=1)=[O:7])([CH3:4])([CH3:3])[CH3:2].[H][H]. Product: [C:1]([O:5][C:6]([C:8]1[N:13]=[C:12]([CH:14]2[CH2:15][CH2:16][N:17]([C:20]([O:22][C:23]([CH3:26])([CH3:25])[CH3:24])=[O:21])[CH2:18][CH2:19]2)[CH:11]=[CH:10][CH:9]=1)=[O:7])([CH3:4])([CH3:3])[CH3:2]. The catalyst class is: 19.